Dataset: Catalyst prediction with 721,799 reactions and 888 catalyst types from USPTO. Task: Predict which catalyst facilitates the given reaction. (1) The catalyst class is: 10. Reactant: [Cl:1][C:2]1[CH:7]=[C:6]([Cl:8])[CH:5]=[CH:4][C:3]=1[C:9]1[N:10]([C:15]2[CH:20]=[CH:19][CH:18]=[CH:17][C:16]=2[Cl:21])[C:11]([SH:14])=[N:12][N:13]=1.Cl[CH2:23][C:24]1[O:25][C:26]([C:29]2[CH:34]=[CH:33][C:32]([CH3:35])=[CH:31][CH:30]=2)=[N:27][N:28]=1.C([O-])([O-])=O.[K+].[K+]. Product: [C:32]1([CH3:35])[CH:31]=[CH:30][C:29]([C:26]2[O:25][C:24]([CH2:23][S:14][C:11]3[N:10]([C:15]4[CH:20]=[CH:19][CH:18]=[CH:17][C:16]=4[Cl:21])[C:9]([C:3]4[CH:4]=[CH:5][C:6]([Cl:8])=[CH:7][C:2]=4[Cl:1])=[N:13][N:12]=3)=[N:28][N:27]=2)=[CH:34][CH:33]=1. (2) Reactant: Cl.[NH2:2][C:3]([NH2:5])=[NH:4].NCC[CH2:9][CH2:10][CH2:11][CH2:12]N. Product: [CH3:9][CH2:10][CH2:11][CH2:12][NH:4][C:3]([NH2:5])=[N:2][CH2:12][CH2:11][CH2:10][CH3:9]. The catalyst class is: 6.